Dataset: HIV replication inhibition screening data with 41,000+ compounds from the AIDS Antiviral Screen. Task: Binary Classification. Given a drug SMILES string, predict its activity (active/inactive) in a high-throughput screening assay against a specified biological target. The compound is COc1cc(C=C(NC(=O)c2ccccc2)c2nc3c(O)nc(S)nc3[nH]2)cc(OC)c1OC. The result is 0 (inactive).